Dataset: Forward reaction prediction with 1.9M reactions from USPTO patents (1976-2016). Task: Predict the product of the given reaction. (1) Given the reactants [C:1]([C:3]1[CH:4]=[C:5]([CH:21]([CH3:23])[CH3:22])[C:6]2[O:10][C:9]([C:11]3[CH:19]=[CH:18][C:14]([C:15]([OH:17])=O)=[CH:13][CH:12]=3)=[N:8][C:7]=2[CH:20]=1)#[N:2].[O:24]1[C:30]2[CH:31]=[CH:32][CH:33]=[CH:34][C:29]=2[O:28][CH2:27][CH:26]([CH2:35][NH2:36])[CH2:25]1, predict the reaction product. The product is: [C:1]([C:3]1[CH:4]=[C:5]([CH:21]([CH3:22])[CH3:23])[C:6]2[O:10][C:9]([C:11]3[CH:12]=[CH:13][C:14]([C:15]([NH:36][CH2:35][CH:26]4[CH2:25][O:24][C:30]5[CH:31]=[CH:32][CH:33]=[CH:34][C:29]=5[O:28][CH2:27]4)=[O:17])=[CH:18][CH:19]=3)=[N:8][C:7]=2[CH:20]=1)#[N:2]. (2) Given the reactants Br[C:2]1[CH:7]=[CH:6][C:5]([C@@H:8]2[CH2:10][C@H:9]2[C:11]([O:13][CH2:14][CH3:15])=[O:12])=[CH:4][CH:3]=1.C([O-])(=O)C.[K+].[B:21]1([B:21]2[O:25][C:24]([CH3:27])([CH3:26])[C:23]([CH3:29])([CH3:28])[O:22]2)[O:25][C:24]([CH3:27])([CH3:26])[C:23]([CH3:29])([CH3:28])[O:22]1.O, predict the reaction product. The product is: [CH3:28][C:23]1([CH3:29])[C:24]([CH3:27])([CH3:26])[O:25][B:21]([C:2]2[CH:7]=[CH:6][C:5]([C@@H:8]3[CH2:10][C@H:9]3[C:11]([O:13][CH2:14][CH3:15])=[O:12])=[CH:4][CH:3]=2)[O:22]1. (3) Given the reactants Cl[C:2]1[CH:3]=[CH:4][C:5]([O:19][CH2:20][CH:21]2[CH2:25][CH2:24][CH2:23][CH2:22]2)=[C:6]([CH2:8][C:9]2[S:10][CH:11]=[C:12]([C:14]([O:16][CH2:17][CH3:18])=[O:15])[N:13]=2)[CH:7]=1.OC1C=CC([C:33]([F:36])([F:35])[F:34])=CC=1CC1SC=C(C(OCC)=O)N=1.C1(CO)CCCC1, predict the reaction product. The product is: [CH:21]1([CH2:20][O:19][C:5]2[CH:4]=[CH:3][C:2]([C:33]([F:36])([F:35])[F:34])=[CH:7][C:6]=2[CH2:8][C:9]2[S:10][CH:11]=[C:12]([C:14]([O:16][CH2:17][CH3:18])=[O:15])[N:13]=2)[CH2:25][CH2:24][CH2:23][CH2:22]1. (4) Given the reactants O[CH2:2][C:3]([C:5]1[CH:10]=[CH:9][CH:8]=[CH:7][C:6]=1[CH3:11])=[O:4].[C:12](=[O:15])([O-])[O-].[Cs+].[Cs+].C(Br)[C:19]1[CH:24]=[CH:23][CH:22]=[CH:21][CH:20]=1, predict the reaction product. The product is: [CH2:12]([O:15][C:8]1[CH:9]=[CH:10][C:5]([C:3](=[O:4])[CH3:2])=[C:6]([CH3:11])[CH:7]=1)[C:19]1[CH:24]=[CH:23][CH:22]=[CH:21][CH:20]=1. (5) Given the reactants [Cl:1][C:2]1[CH:7]=[CH:6][C:5]([O:8][C:9]([N:11]2[C:19]3[C:14](=[CH:15][C:16]([C:21]#[C:22][CH2:23][CH2:24][CH2:25][OH:26])=[C:17]([F:20])[CH:18]=3)[CH2:13][CH2:12]2)=[O:10])=[CH:4][CH:3]=1.C(N(C(C)C)C(C)C)C.[CH3:36][S:37](Cl)(=[O:39])=[O:38].CCOCC, predict the reaction product. The product is: [Cl:1][C:2]1[CH:3]=[CH:4][C:5]([O:8][C:9]([N:11]2[C:19]3[C:14](=[CH:15][C:16]([C:21]#[C:22][CH2:23][CH2:24][CH2:25][O:26][S:37]([CH3:36])(=[O:39])=[O:38])=[C:17]([F:20])[CH:18]=3)[CH2:13][CH2:12]2)=[O:10])=[CH:6][CH:7]=1.